This data is from Full USPTO retrosynthesis dataset with 1.9M reactions from patents (1976-2016). The task is: Predict the reactants needed to synthesize the given product. (1) Given the product [CH3:1][N:2]1[CH:6]=[C:5]([C:7]2[N:19]3[C:10]([C:11]4[CH:12]=[C:13]([C:42]5[CH:47]=[CH:46][CH:45]=[CH:44][CH:43]=5)[C:14]([C:20]5[CH:21]=[CH:22][C:23]([C:26]6([NH2:34])[CH2:29][C:28]7([O:33][CH2:32][CH2:31][O:30]7)[CH2:27]6)=[CH:24][CH:25]=5)=[N:15][C:16]=4[CH:17]=[CH:18]3)=[N:9][N:8]=2)[N:4]=[CH:3]1, predict the reactants needed to synthesize it. The reactants are: [CH3:1][N:2]1[CH:6]=[C:5]([C:7]2[N:19]3[C:10]([C:11]4[CH:12]=[C:13]([C:42]5[CH:47]=[CH:46][CH:45]=[CH:44][CH:43]=5)[C:14]([C:20]5[CH:25]=[CH:24][C:23]([C:26]6([NH:34]C(=O)OC(C)(C)C)[CH2:29][C:28]7([O:33][CH2:32][CH2:31][O:30]7)[CH2:27]6)=[CH:22][CH:21]=5)=[N:15][C:16]=4[CH:17]=[CH:18]3)=[N:9][N:8]=2)[N:4]=[CH:3]1.C(O)(C(F)(F)F)=O. (2) The reactants are: [CH3:1][C:2]1([CH3:20])[C:6]([CH3:8])([CH3:7])[O:5][B:4]([C:9]2[C:18]3[C:13](=[CH:14][CH:15]=[CH:16][CH:17]=3)[CH:12]=[CH:11][C:10]=2[CH3:19])[O:3]1.C1C(=O)N([Br:28])C(=O)C1. Given the product [Br:28][CH2:19][C:10]1[CH:11]=[CH:12][C:13]2[C:18](=[CH:17][CH:16]=[CH:15][CH:14]=2)[C:9]=1[B:4]1[O:3][C:2]([CH3:20])([CH3:1])[C:6]([CH3:7])([CH3:8])[O:5]1, predict the reactants needed to synthesize it. (3) Given the product [CH3:16][O:9][C:8](=[O:10])[CH2:7][C:5]1[N:4]=[CH:3][NH:2][CH:6]=1, predict the reactants needed to synthesize it. The reactants are: Cl.[NH:2]1[CH:6]=[C:5]([CH2:7][C:8]([OH:10])=[O:9])[N:4]=[CH:3]1.S(=O)(=O)(O)O.[CH3:16]O. (4) Given the product [C:14](=[S:1])([SH:16])[SH:15].[C:14](=[S:16])([S:1][CH2:2][CH2:3][CH2:4][Si:5]([O:10][CH3:11])([O:6][CH3:7])[O:8][CH3:9])[S:15][CH2:18][C:19]#[N:20], predict the reactants needed to synthesize it. The reactants are: [SH:1][CH2:2][CH2:3][CH2:4][Si:5]([O:10][CH3:11])([O:8][CH3:9])[O:6][CH3:7].[H-].[Na+].[C:14](=[S:16])=[S:15].Cl[CH2:18][C:19]#[N:20]. (5) Given the product [Cl:1][C:2]1[CH:3]=[CH:4][C:5]([CH3:11])=[C:6]([C:13]2[N:18]=[C:17]([NH2:19])[N:16]=[C:15]([NH:20][CH2:21][CH2:22][C:23]3[CH:24]=[CH:25][C:26]([Cl:29])=[CH:27][CH:28]=3)[CH:14]=2)[CH:7]=1, predict the reactants needed to synthesize it. The reactants are: [Cl:1][C:2]1[CH:3]=[CH:4][C:5]([CH3:11])=[C:6](B(O)O)[CH:7]=1.Cl[C:13]1[N:18]=[C:17]([NH2:19])[N:16]=[C:15]([NH:20][CH2:21][CH2:22][C:23]2[CH:28]=[CH:27][C:26]([Cl:29])=[CH:25][CH:24]=2)[CH:14]=1. (6) Given the product [CH3:49][C:50]([CH3:55])([CH3:54])[CH2:51][CH2:52][NH:53][C:13](=[O:15])[CH2:12][CH:4]1[C:5](=[O:11])[O:6][C:7]([CH3:9])([CH3:10])[CH2:8][N:3]1[CH2:1][CH3:2], predict the reactants needed to synthesize it. The reactants are: [CH2:1]([N:3]1[CH2:8][C:7]([CH3:10])([CH3:9])[O:6][C:5](=[O:11])[CH:4]1[CH2:12][C:13]([OH:15])=O)[CH3:2].C(N(C(C)C)CC)(C)C.CN(C(ON1N=NC2C=CC=NC1=2)=[N+](C)C)C.F[P-](F)(F)(F)(F)F.[CH3:49][C:50]([CH3:55])([CH3:54])[CH2:51][CH2:52][NH2:53]. (7) Given the product [CH2:2]([S:40]([C:15]1[C:16]([C:21]([NH:23][C:24]2[CH:29]=[CH:28][C:27]([O:30][C:31]([F:34])([F:32])[F:33])=[CH:26][CH:25]=2)=[O:22])=[N:17][CH:18]=[CH:19][CH:20]=1)(=[O:44])=[O:42])[CH3:3], predict the reactants needed to synthesize it. The reactants are: Cl[C:2]1C=CC=C(C(OO)=O)[CH:3]=1.C(S[C:15]1[C:16]([C:21]([NH:23][C:24]2[CH:29]=[CH:28][C:27]([O:30][C:31]([F:34])([F:33])[F:32])=[CH:26][CH:25]=2)=[O:22])=[N:17][CH:18]=[CH:19][CH:20]=1)C.C(=O)(O)[O-].[Na+].[S:40]([O-:44])([O-])(=[O:42])=S.[Na+].[Na+]. (8) Given the product [Cl:8][C:6]1[N:7]=[C:2]([NH:28][C@H:26]([C:23]2[N:24]=[CH:25][C:20]([F:19])=[CH:21][N:22]=2)[CH3:27])[N:3]=[C:4]([NH:9][C:10]2[N:11]=[CH:12][N:13]([CH:15]([CH3:17])[CH3:16])[CH:14]=2)[N:5]=1, predict the reactants needed to synthesize it. The reactants are: Cl[C:2]1[N:7]=[C:6]([Cl:8])[N:5]=[C:4]([NH:9][C:10]2[N:11]=[CH:12][N:13]([CH:15]([CH3:17])[CH3:16])[CH:14]=2)[N:3]=1.Cl.[F:19][C:20]1[CH:21]=[N:22][C:23]([C@@H:26]([NH2:28])[CH3:27])=[N:24][CH:25]=1. (9) The reactants are: [CH2:1]([C@H:8]1[CH2:16][O:15][CH2:14][C@H:13]([NH:17][C:18]([O:20][C:21]([CH3:24])([CH3:23])[CH3:22])=[O:19])[C:12](=[O:25])[O:11][C@@H:10]([CH3:26])[C@@H:9]1[O:27][CH2:28][CH2:29][C:30]([OH:32])=O)[C:2]1[CH:7]=[CH:6][CH:5]=[CH:4][CH:3]=1.C[CH2:34][N:35](C(C)C)[CH:36](C)C.OC1C2N=NNC=2C=CC=1.C(N=C=NCCCN(C)C)C.Cl.CNC. Given the product [CH2:1]([C@@H:8]1[C@@H:9]([O:27][CH2:28][CH2:29][C:30]([N:35]([CH3:36])[CH3:34])=[O:32])[C@H:10]([CH3:26])[O:11][C:12](=[O:25])[C@@H:13]([NH:17][C:18](=[O:19])[O:20][C:21]([CH3:24])([CH3:23])[CH3:22])[CH2:14][O:15][CH2:16]1)[C:2]1[CH:7]=[CH:6][CH:5]=[CH:4][CH:3]=1, predict the reactants needed to synthesize it.